From a dataset of Experimentally validated miRNA-target interactions with 360,000+ pairs, plus equal number of negative samples. Binary Classification. Given a miRNA mature sequence and a target amino acid sequence, predict their likelihood of interaction. (1) Result: 0 (no interaction). The miRNA is cel-miR-80-5p with sequence AGCUUUCGACAUGAUUCUGAAC. The protein sequence of the target gene is MRALAALSAPPNERLLPRDPAATRDPDAARPARRSAVERLAADRAKYVRGRPGTGRGVASEGSGPGAIKCPGNDPGPPARAPAPVARRAIARKPLRPDSLIIYRQKCEFVRGSGADGPRASLVKKLFQGPGKDKAPVPRTGDEGKAGNPETVPTTPGPAADPAIPETPAPAARSAAPSSVPAAPPGPEPRVVRRRGLQRSQSDLSSRYSAALAESDTFFQYCGLDPEVVEALGRENFTAGSDCVTLKVRSVSVATSGSGFSRHSGGDDEGLQEEELIEQVPSTTSVIERNARIIKWLYTC.... (2) The miRNA is hsa-miR-3913-5p with sequence UUUGGGACUGAUCUUGAUGUCU. The protein sequence of the target gene is MSGTSSHESFYDSLSDMQEESKNTDFFPGLSAFLSQEEINKSLDLARRAIADSETEDFDSEKEISQIFSTSPASLCEHPSHKETKLGEHASRRPQDNRSTPVQPLAEKQTKSISSPVSKRKPAMSPLLTRPSYIRSLRKAEKRGAKTPSTNVKPKTPHQRKGGPQSQLCDKAANLIEELTSIFKAAKPRNRSPNGESSSPDSGYLSPKNQPSALLSASASQSPMEDQGEMEREVKSPGARHCYQDNQDLAVPHNRKSHPQPHSALHFPAAPRFIQKLRSQEVAEGSRVYLECRVTGNPTP.... Result: 0 (no interaction). (3) The miRNA is hsa-miR-769-3p with sequence CUGGGAUCUCCGGGGUCUUGGUU. Result: 1 (interaction). The protein sequence of the target gene is MFLLLPFDSLIVNLLGISLTVLFTLLLVFIIVPAIFGVSFGIRKLYMKSLLKIFAWATLRMERGAKEKNHQLYKPYTNGIIAKDPTSLEEEIKEIRRSGSSKALDNTPEFELSDIFYFCRKGMETIMDDEVTKRFSAEELESWNLLSRTNYNFQYISLRLTVLWGLGVLIRYCFLLPLRIALAFTGISLLVVGTTVVGYLPNGRFKEFMSKHVHLMCYRICVRALTAIITYHDRENRPRNGGICVANHTSPIDVIILASDGYYAMVGQVHGGLMGVIQRAMVKACPHVWFERSEVKDRHL.... (4) The miRNA is mmu-miR-3081-3p with sequence UUGCGCUCCGAUCUCUGAGCUGG. The protein sequence of the target gene is MLGQQQQQLYSSAALLTGERSRLLTCYVQDYLECVESLPHDMQRNVSVLRELDNKYQETLKEIDDVYEKYKKEDDLNQKKRLQQLLQRALINSQELGDEKIQIVTQMLELVENRARQMELHSQCFQDPAESERASDKAKMDSSQPERSSRRPRRQRTSESRDLCHMANGIEDCDDQPPKEKKSKSAKKKKRSKAKQEREASPVEFAIDPNEPTYCLCNQVSYGEMIGCDNEQCPIEWFHFSCVSLTYKPKGKWYCPKCRGDNEKTMDKSTEKTKKDRRSR. Result: 0 (no interaction). (5) The miRNA is hsa-miR-4797-3p with sequence UCUCAGUAAGUGGCACUCUGU. The protein sequence of the target gene is MGLCGLLERCWLHHDPDGVLTLNAENTNYAYQVPNFHKCEICLLSFPKESQFQRHMRDHERNDKPHRCDQCPQTFNVEFNLTLHKCTHSGEDPTCPVCNKKFSRVASLKAHIMLHEKEENLICSECGDEFTLQSQLAVHMEEHRQELAGTRQHACKACKKEFETSSELKEHMKTHYKIRVSSTRSYNRNIDRSGFTYSCPHCGKTFQKPSQLTRHIRIHTGERPFKCSECGKAFNQKGALQTHMIKHTGEKPHACAFCPAAFSQKGNLQSHVQRVHSEVKNGPTYNCTECSCVFKSLGSL.... Result: 1 (interaction). (6) The miRNA is hsa-miR-373-5p with sequence ACUCAAAAUGGGGGCGCUUUCC. The protein sequence of the target gene is MPCTCTWRNWRQWIRPLVAVIYLVSIVVAVPLCVWELQKLEVGIHTKAWFIAGIFLLLTIPISLWVILQHLVHYTQPELQKPIIRILWMVPIYSLDSWIALKYPGIAIYVDTCRECYEAYVIYNFMGFLTNYLTNRYPNLVLILEAKDQQKHFPPLCCCPPWAMGEVLLFRCKLGVLQYTVVRPFTTIVALICELLGIYDEGNFSFSNAWTYLVIINNMSQLFAMYCLLLFYKVLKEELSPIQPVGKFLCVKLVVFVSFWQAVVIALLVKVGVISEKHTWEWQTVEAVATGLQDFIICIE.... Result: 1 (interaction). (7) The miRNA is hsa-miR-3913-3p with sequence AGACAUCAAGAUCAGUCCCAAA. The protein sequence of the target gene is MLLTVYCVRRDLSEVTFSLQVDADFELHNFRALCELESGIPAAESQIVYAERPLTDNHRSLASYGLKDGDVVILRQKENADPRPAVQFSNLPRIDFSSIAVPGTSNPQQRQLPRTQAQHSSPGEMASSPQGLDNPALLRDMLLANPHELSLLKERNPPLAEALLSGDLEKFSRVLVEQQQDRARREQERIRLFSADPFDLEAQAKIEEDIRQQNIEENMTIAMEEAPESFGQVAMLYINCRVNGHPVKAFVDSGAQMTIMSQACAERCNIMRLVDRRWAGIAKGVGTQKIIGRVHLAQVQ.... Result: 0 (no interaction). (8) The miRNA is hsa-miR-4505 with sequence AGGCUGGGCUGGGACGGA. The protein sequence of the target gene is MAPARQELQHESRCRPSRTVDAWRAAVATRGRHMETPGYRRRTRCGGWGLPRSVSSLAAVGLLCTALTTFICWGQLPPLPWASPAPQRLVGVLLWWEPFRGRGGYPKSPPDCSLRFNISGCRLLTDRAAYGEAQAVLFHHRDLVKELHDWPPPWGARERTDKALVLRVFDDQEGAVTLTGKALETVGSRPPGQRWVWMNFESPSHTPGLRGLAKDLFNWTLSYRTDSDVFVPYGFLYSRSDPTEQPSGLGPQLARKRGLVAWVVSNWNEHQARVRYYHQLSRHVSVDVFGRTGPGRPVPA.... Result: 0 (no interaction). (9) The miRNA is gga-miR-146b-3p with sequence CCCUAUGGAUUCAGUUCUGC. The protein sequence of the target gene is MNRSFHKSQTLRFYDCSAVEVKSKFGAEFRRFSLDRHKPGKFEDFYKLVVHTHHISNSDVTIGYADVHGDLLPINNDDNFCKAVSSANPLLRVFIQKREEAERGSLGAGSLCRRRRALGALRDEGPRRRAHLDIGLPRDFRPVSSIIDVDLVPETHRRVRLHRHGCEKPLGFYIRDGASVRVTPHGLEKVPGIFISRMVPGGLAESTGLLAVNDEVLEVNGIEVAGKTLDQVTDMMIANSHNLIVTVKPANQRNNVVRGGRALGSSGPPSDGTAGFVGPPAPRVLQNFHPDEAESDEDND.... Result: 0 (no interaction). (10) The miRNA is hsa-miR-943 with sequence CUGACUGUUGCCGUCCUCCAG. The protein sequence of the target gene is MNSVRAANRRPRRVSRPRPVQQQQQQPPQQPPPQPPQQQPPQQQPPPPPQQQQQQQPPPPPPPPPPLPQERNNVGERDDDVPADMVAEESGPGAQNSPYQLRRKTLLPKRTACPTKNSMEGASTSTTENFGHRAKRARVSGKSQDLSAAPAEQYLQEKLPDEVVLKIFSYLLEQDLCRAACVCKRFSELANDPILWKRLYMEVFEYTRPMMHPEPGKFYQINPEEYEHPNPWKESFQQLYKGAHVKPGFAEHFYSNPARYKGRENMLYYDTIEDALGGVQEAHFDGLIFVHSGIYTDEWI.... Result: 0 (no interaction).